From a dataset of Forward reaction prediction with 1.9M reactions from USPTO patents (1976-2016). Predict the product of the given reaction. (1) Given the reactants [N:1]1([CH:5]2[CH2:10][CH2:9][CH:8]([NH:11]C(=O)OC(C)(C)C)[CH2:7][CH2:6]2)[CH2:4][CH2:3][CH2:2]1.C(O)(C(F)(F)F)=O, predict the reaction product. The product is: [N:1]1([CH:5]2[CH2:10][CH2:9][CH:8]([NH2:11])[CH2:7][CH2:6]2)[CH2:2][CH2:3][CH2:4]1. (2) Given the reactants [F:1][C:2]1[CH:7]=[CH:6][C:5]([C@@H:8]([NH:10][C:11]2[S:12][C:13]([C:18]3[CH:27]=[CH:26][C:21]([C:22]([O:24]C)=[O:23])=[CH:20][CH:19]=3)([CH3:17])[C:14](=[O:16])[N:15]=2)[CH3:9])=[CH:4][CH:3]=1.O.O.[OH-].[Li+].Cl, predict the reaction product. The product is: [F:1][C:2]1[CH:3]=[CH:4][C:5]([C@@H:8]([NH:10][C:11]2[S:12][C:13]([C:18]3[CH:19]=[CH:20][C:21]([C:22]([OH:24])=[O:23])=[CH:26][CH:27]=3)([CH3:17])[C:14](=[O:16])[N:15]=2)[CH3:9])=[CH:6][CH:7]=1. (3) Given the reactants [F:1][C:2]1[CH:7]=[CH:6][C:5]([C:8]2[S:9][CH:10]=[C:11]([C:13]([CH3:17])([CH3:16])[CH2:14][NH2:15])[N:12]=2)=[CH:4][CH:3]=1.[F:18][C:19]([F:35])([F:34])[C:20]1[O:24][N:23]=[C:22]([C:25]2[CH:26]=[C:27]([CH:31]=[CH:32][CH:33]=2)[C:28](O)=[O:29])[N:21]=1, predict the reaction product. The product is: [F:1][C:2]1[CH:3]=[CH:4][C:5]([C:8]2[S:9][CH:10]=[C:11]([C:13]([CH3:17])([CH3:16])[CH2:14][NH:15][C:28](=[O:29])[C:27]3[CH:31]=[CH:32][CH:33]=[C:25]([C:22]4[N:21]=[C:20]([C:19]([F:35])([F:34])[F:18])[O:24][N:23]=4)[CH:26]=3)[N:12]=2)=[CH:6][CH:7]=1. (4) Given the reactants [CH:1]([N:3]1[C:11]2[C:6](=[CH:7][CH:8]=[C:9]([C:12](O)=[O:13])[CH:10]=2)C=C1)=O.[CH:15]([N:18]1[CH2:23][CH2:22][NH:21][CH2:20][CH2:19]1)([CH3:17])[CH3:16].C1C=CC2N([OH:33])N=NC=2C=1.[CH2:34](Cl)[CH2:35]Cl, predict the reaction product. The product is: [CH:15]([N:18]1[CH2:23][CH2:22][N:21]([C:12]([C:9]2[CH:10]=[C:11]3[C:6]([C:34]([CH:35]=[O:33])=[CH:1][NH:3]3)=[CH:7][CH:8]=2)=[O:13])[CH2:20][CH2:19]1)([CH3:17])[CH3:16]. (5) The product is: [C:1]1([S:7]([N:10]2[CH2:14][CH:13]([C:15]([N:36]3[CH2:37][CH2:38][N:33]([C:28]4[C:27]([C:26]([F:40])([F:25])[F:39])=[CH:32][CH:31]=[CH:30][N:29]=4)[CH2:34][CH2:35]3)=[O:17])[N:12]([CH:18]3[CH2:23][CH2:22][CH2:21][CH2:20][CH2:19]3)[C:11]2=[O:24])(=[O:9])=[O:8])[CH:2]=[CH:3][CH:4]=[CH:5][CH:6]=1. Given the reactants [C:1]1([S:7]([N:10]2[CH2:14][CH:13]([C:15]([OH:17])=O)[N:12]([CH:18]3[CH2:23][CH2:22][CH2:21][CH2:20][CH2:19]3)[C:11]2=[O:24])(=[O:9])=[O:8])[CH:6]=[CH:5][CH:4]=[CH:3][CH:2]=1.[F:25][C:26]([F:40])([F:39])[C:27]1[C:28]([N:33]2[CH2:38][CH2:37][NH:36][CH2:35][CH2:34]2)=[N:29][CH:30]=[CH:31][CH:32]=1, predict the reaction product. (6) Given the reactants C(N(CC)CC)C.[OH:8][N:9]1[C:13](=[O:14])[C:12]2=[CH:15][CH:16]=[CH:17][CH:18]=[C:11]2[C:10]1=[O:19].Br[CH2:21][CH:22]1[CH2:24][N:23]1[S:25]([C:28]1[CH:33]=[CH:32][CH:31]=[CH:30][C:29]=1[N+:34]([O-:36])=[O:35])(=[O:27])=[O:26].[CH3:37][OH:38], predict the reaction product. The product is: [CH3:37][O:38][C:10](=[O:19])[C:11]1[CH:18]=[CH:17][CH:16]=[CH:15][C:12]=1[C:13]([N:9]1[CH2:24][CH:22]([NH:23][S:25]([C:28]2[CH:33]=[CH:32][CH:31]=[CH:30][C:29]=2[N+:34]([O-:36])=[O:35])(=[O:27])=[O:26])[CH2:21][O:8]1)=[O:14]. (7) Given the reactants C(=O)([O-])[O-].[K+].[K+].[C:7]([O:11][C:12](=[O:33])[N:13]([CH2:23][CH2:24][O:25][C:26]1[CH:31]=[CH:30][CH:29]=[C:28]([Br:32])[CH:27]=1)[CH2:14][CH2:15][NH:16]C(=O)C(F)(F)F)([CH3:10])([CH3:9])[CH3:8], predict the reaction product. The product is: [C:7]([O:11][C:12](=[O:33])[N:13]([CH2:14][CH2:15][NH2:16])[CH2:23][CH2:24][O:25][C:26]1[CH:31]=[CH:30][CH:29]=[C:28]([Br:32])[CH:27]=1)([CH3:8])([CH3:10])[CH3:9]. (8) Given the reactants [OH:1][CH:2]([CH:4]1[CH2:7][N:6]([C:8]([O:10][C:11]([CH3:14])([CH3:13])[CH3:12])=[O:9])[CH2:5]1)[CH3:3].C1C=CC(P(C2C=CC=CC=2)C2C=CC=CC=2)=CC=1.[Cl:34][C:35]1[CH:40]=[CH:39][C:38](O)=[CH:37][CH:36]=1.CCOC(/N=N/C(OCC)=O)=O, predict the reaction product. The product is: [Cl:34][C:35]1[CH:40]=[CH:39][C:38]([O:1][CH:2]([CH:4]2[CH2:7][N:6]([C:8]([O:10][C:11]([CH3:13])([CH3:12])[CH3:14])=[O:9])[CH2:5]2)[CH3:3])=[CH:37][CH:36]=1.